This data is from Forward reaction prediction with 1.9M reactions from USPTO patents (1976-2016). The task is: Predict the product of the given reaction. (1) The product is: [CH2:12]([CH:11]1[C:19]([OH:21])=[CH:22][C:23](=[O:24])[N:10]1[C:4]1[CH:5]=[CH:6][C:7]([C:8]#[N:9])=[C:2]([Cl:1])[CH:3]=1)[C:13]1[CH:14]=[CH:15][CH:16]=[CH:17][CH:18]=1. Given the reactants [Cl:1][C:2]1[CH:3]=[C:4]([NH:10][C@H:11]([C:19]([OH:21])=O)[CH2:12][C:13]2[CH:18]=[CH:17][CH:16]=[CH:15][CH:14]=2)[CH:5]=[CH:6][C:7]=1[C:8]#[N:9].[CH3:22][C:23]1(C)OC(=O)CC(=O)[O:24]1.S([O-])(O)(=O)=O.[K+], predict the reaction product. (2) The product is: [CH2:1]([C:3]1[N:17]=[C:8]([C:10]2[CH:15]=[CH:14][CH:13]=[C:12]([CH3:16])[N:11]=2)[C:6]([OH:7])=[CH:5][CH:4]=1)[CH3:2]. Given the reactants [CH2:1]([C:3]1[O:7][C:6]([C:8]([C:10]2[CH:15]=[CH:14][CH:13]=[C:12]([CH3:16])[N:11]=2)=O)=[CH:5][CH:4]=1)[CH3:2].[NH4+:17].[OH-], predict the reaction product. (3) Given the reactants [CH:1]1([C:7]2[N:12]([OH:13])[C:11](=[O:14])[CH:10]=[C:9]([CH3:15])[CH:8]=2)[CH2:6][CH2:5][CH2:4][CH2:3][CH2:2]1.[C:16]([O-])([O-])=O.[K+].[K+].CI, predict the reaction product. The product is: [CH:1]1([C:7]2[N:12]([O:13][CH3:16])[C:11](=[O:14])[CH:10]=[C:9]([CH3:15])[CH:8]=2)[CH2:2][CH2:3][CH2:4][CH2:5][CH2:6]1.